From a dataset of Merck oncology drug combination screen with 23,052 pairs across 39 cell lines. Regression. Given two drug SMILES strings and cell line genomic features, predict the synergy score measuring deviation from expected non-interaction effect. (1) Drug 1: CCC1=CC2CN(C1)Cc1c([nH]c3ccccc13)C(C(=O)OC)(c1cc3c(cc1OC)N(C)C1C(O)(C(=O)OC)C(OC(C)=O)C4(CC)C=CCN5CCC31C54)C2. Drug 2: Cc1nc(Nc2ncc(C(=O)Nc3c(C)cccc3Cl)s2)cc(N2CCN(CCO)CC2)n1. Cell line: NCIH520. Synergy scores: synergy=43.8. (2) Drug 1: O=C(CCCCCCC(=O)Nc1ccccc1)NO. Drug 2: Cn1c(=O)n(-c2ccc(C(C)(C)C#N)cc2)c2c3cc(-c4cnc5ccccc5c4)ccc3ncc21. Synergy scores: synergy=7.29. Cell line: NCIH1650.